From a dataset of Peptide-MHC class I binding affinity with 185,985 pairs from IEDB/IMGT. Regression. Given a peptide amino acid sequence and an MHC pseudo amino acid sequence, predict their binding affinity value. This is MHC class I binding data. (1) The MHC is HLA-B07:02 with pseudo-sequence HLA-B07:02. The peptide sequence is LPKRGVRVRV. The binding affinity (normalized) is 0.500. (2) The binding affinity (normalized) is 0. The MHC is HLA-A68:02 with pseudo-sequence HLA-A68:02. The peptide sequence is RQAGVQYSR.